This data is from Forward reaction prediction with 1.9M reactions from USPTO patents (1976-2016). The task is: Predict the product of the given reaction. (1) Given the reactants [CH2:1]([O:3][C:4](=[O:17])[NH:5][C:6]1[C:11]([N+:12]([O-:14])=[O:13])=[CH:10][C:9]([NH2:15])=[CH:8][C:7]=1[CH3:16])[CH3:2].[F:18][C:19]([F:29])([F:28])[C:20]1[CH:27]=[CH:26][C:23]([CH:24]=O)=[CH:22][CH:21]=1.O, predict the reaction product. The product is: [CH2:1]([O:3][C:4](=[O:17])[NH:5][C:6]1[C:11]([N+:12]([O-:14])=[O:13])=[CH:10][C:9]([NH:15][CH2:24][C:23]2[CH:22]=[CH:21][C:20]([C:19]([F:18])([F:28])[F:29])=[CH:27][CH:26]=2)=[CH:8][C:7]=1[CH3:16])[CH3:2]. (2) Given the reactants [CH3:1][CH:2]([CH3:27])[CH2:3][C:4]([C:6]1[C:7]([C:22](OCC)=[O:23])=[N:8][N:9]([CH2:11][C:12]2[C:21]3[C:16](=[CH:17][CH:18]=[CH:19][CH:20]=3)[CH:15]=[CH:14][CH:13]=2)[CH:10]=1)=O.[CH3:28][NH:29][NH2:30], predict the reaction product. The product is: [CH3:28][N:29]1[C:22](=[O:23])[C:7]2=[N:8][N:9]([CH2:11][C:12]3[C:21]4[C:16](=[CH:17][CH:18]=[CH:19][CH:20]=4)[CH:15]=[CH:14][CH:13]=3)[CH:10]=[C:6]2[C:4]([CH2:3][CH:2]([CH3:27])[CH3:1])=[N:30]1. (3) Given the reactants [C:1]1([C:7]2[CH:8]=[CH:9][C:10]([NH2:13])=[N:11][CH:12]=2)[CH:6]=[CH:5][CH:4]=[CH:3][CH:2]=1.[CH3:14][C:15]1[CH:20]=[CH:19][C:18]([S:21](Cl)(=[O:23])=[O:22])=[CH:17][CH:16]=1, predict the reaction product. The product is: [CH3:14][C:15]1[CH:20]=[CH:19][C:18]([S:21]([NH:13][C:10]2[CH:9]=[CH:8][C:7]([C:1]3[CH:2]=[CH:3][CH:4]=[CH:5][CH:6]=3)=[CH:12][N:11]=2)(=[O:23])=[O:22])=[CH:17][CH:16]=1. (4) Given the reactants Cl[C:2]1[NH:3][C:4]2[CH:10]=[CH:9][CH:8]=[CH:7][C:5]=2[N:6]=1.[CH3:11][C:12]1[CH:18]=[CH:17][C:15]([NH2:16])=[CH:14][C:13]=1[C:19]([F:22])([F:21])[F:20], predict the reaction product. The product is: [N:6]1[C:5]2[CH:7]=[CH:8][CH:9]=[CH:10][C:4]=2[NH:3][C:2]=1[NH:16][C:15]1[CH:17]=[CH:18][C:12]([CH3:11])=[C:13]([C:19]([F:20])([F:21])[F:22])[CH:14]=1. (5) Given the reactants [C:1]([O:5][C:6](=[O:37])[C:7]([N:23]=C(C1C=CC=CC=1)C1C=CC=CC=1)([CH3:22])[CH2:8][C@@H:9]1[CH2:13][CH2:12][C@@H:11]([NH:14][C:15]([O:17][C:18]([CH3:21])([CH3:20])[CH3:19])=[O:16])[CH2:10]1)([CH3:4])([CH3:3])[CH3:2].[H][H], predict the reaction product. The product is: [C:1]([O:5][C:6](=[O:37])[C:7]([NH2:23])([CH3:22])[CH2:8][C@@H:9]1[CH2:13][CH2:12][C@@H:11]([NH:14][C:15]([O:17][C:18]([CH3:21])([CH3:20])[CH3:19])=[O:16])[CH2:10]1)([CH3:2])([CH3:4])[CH3:3]. (6) The product is: [C:16]([O:15][C:13]([NH:1][CH:2]([CH:7]1[CH2:9][CH2:8]1)[CH2:3][C:4]([OH:6])=[O:5])=[O:14])([CH3:19])([CH3:18])[CH3:17]. Given the reactants [NH2:1][CH:2]([CH:7]1[CH2:9][CH2:8]1)[CH2:3][C:4]([OH:6])=[O:5].O.[OH-].[Na+].[C:13](O[C:13]([O:15][C:16]([CH3:19])([CH3:18])[CH3:17])=[O:14])([O:15][C:16]([CH3:19])([CH3:18])[CH3:17])=[O:14], predict the reaction product. (7) The product is: [C:31]([N:1]1[CH2:4][CH:3]([NH:5][C:6]([C:8]2[C:12]3[N:13]=[CH:14][N:15]=[C:16]([C:17]4[C:25]5[O:24][CH2:23][O:22][C:21]=5[CH:20]=[CH:19][C:18]=4[O:26][CH2:27][CH:28]4[CH2:30][CH2:29]4)[C:11]=3[NH:10][CH:9]=2)=[O:7])[CH2:2]1)(=[O:33])[CH3:32]. Given the reactants [NH:1]1[CH2:4][CH:3]([NH:5][C:6]([C:8]2[C:12]3[N:13]=[CH:14][N:15]=[C:16]([C:17]4[C:25]5[O:24][CH2:23][O:22][C:21]=5[CH:20]=[CH:19][C:18]=4[O:26][CH2:27][CH:28]4[CH2:30][CH2:29]4)[C:11]=3[NH:10][CH:9]=2)=[O:7])[CH2:2]1.[C:31](Cl)(=[O:33])[CH3:32], predict the reaction product.